From a dataset of Reaction yield outcomes from USPTO patents with 853,638 reactions. Predict the reaction yield, written as a fraction of the theoretical maximum amount of product (1.0 means a 100% yield; for example, 0.34 means a 34% yield). (1) The reactants are [CH2:1]([CH:3]([CH2:27][CH3:28])[CH:4]([NH:17][C:18]1[CH:26]=[CH:25][C:21](C(O)=O)=[CH:20][CH:19]=1)[C:5]1[O:6][C:7]2[CH:14]=[CH:13][C:12]([O:15][CH3:16])=[CH:11][C:8]=2[C:9]=1[CH3:10])[CH3:2].CNC[CH2:32][C:33]([O:35][CH2:36][CH3:37])=[O:34].O.ON1C2C=CC=CC=2N=N1.Cl.C(N=C=NCCCN(C)C)C.Cl.[CH3:62][N:63]([CH3:66])[CH:64]=[O:65]. The catalyst is C(N(CC)CC)C. The product is [CH2:1]([CH:3]([CH2:27][CH3:28])[CH:4]([NH:17][C:18]1[CH:19]=[CH:20][C:21]([C:64]([N:63]([CH3:66])[CH2:62][CH2:32][C:33]([O:35][CH2:36][CH3:37])=[O:34])=[O:65])=[CH:25][CH:26]=1)[C:5]1[O:6][C:7]2[CH:14]=[CH:13][C:12]([O:15][CH3:16])=[CH:11][C:8]=2[C:9]=1[CH3:10])[CH3:2]. The yield is 0.810. (2) The reactants are I[C:2]1[CH:7]=[CH:6][C:5]([N:8]2[CH:12]=[C:11]([CH3:13])[N:10]=[CH:9]2)=[C:4]([O:14][CH3:15])[CH:3]=1.[C:16](=O)([O-])[O-:17].[Na+].[Na+].[C:22]([O:26][C:27]([CH3:30])([CH3:29])[CH3:28])(=[O:25])[NH:23][NH2:24].CN(C(ON1N=NC2C=CC=NC1=2)=[N+](C)C)C.F[P-](F)(F)(F)(F)F. The catalyst is CN(C=O)C.O.C(OCC)(=O)C.C([O-])(=O)C.[Pd+2].C([O-])(=O)C.[C-]#N.[C-]#N.[C-]#N.[C-]#N.[C-]#N.[C-]#N.O.O.O.[K+].[K+].[K+].[K+].[Fe+2].C(O)(C)C. The product is [CH3:15][O:14][C:4]1[CH:3]=[C:2]([C:16]([NH:24][NH:23][C:22]([O:26][C:27]([CH3:30])([CH3:29])[CH3:28])=[O:25])=[O:17])[CH:7]=[CH:6][C:5]=1[N:8]1[CH:12]=[C:11]([CH3:13])[N:10]=[CH:9]1. The yield is 0.270. (3) The reactants are [Cl:1][C:2]1[CH:3]=[CH:4][C:5]([O:13]C)=[C:6]2[C:11]=1[N:10]=[C:9]([CH3:12])[CH:8]=[CH:7]2. The catalyst is Br. The product is [Cl:1][C:2]1[CH:3]=[CH:4][C:5]([OH:13])=[C:6]2[C:11]=1[N:10]=[C:9]([CH3:12])[CH:8]=[CH:7]2. The yield is 0.780. (4) The reactants are [ClH:1].Cl.[CH3:3][NH:4][CH2:5][C:6]1[N:7]=[C:8]([C:20]2[CH:25]=[CH:24][CH:23]=[CH:22][CH:21]=2)[N:9]([CH2:11][S:12][C:13]2[CH:18]=[CH:17][C:16]([CH3:19])=[CH:15][CH:14]=2)[CH:10]=1.OOS([O-])=O.[K+].[OH2:32].[OH2:33].O.O.O.S([O-])([O-])(=O)=S.[Na+].[Na+].C(=O)([O-])O.[Na+]. The catalyst is O.CC(C)=O. The product is [ClH:1].[ClH:1].[CH3:3][NH:4][CH2:5][C:6]1[N:7]=[C:8]([C:20]2[CH:25]=[CH:24][CH:23]=[CH:22][CH:21]=2)[N:9]([CH2:11][S:12]([C:13]2[CH:18]=[CH:17][C:16]([CH3:19])=[CH:15][CH:14]=2)(=[O:33])=[O:32])[CH:10]=1. The yield is 0.200.